From a dataset of Peptide-MHC class I binding affinity with 185,985 pairs from IEDB/IMGT. Regression. Given a peptide amino acid sequence and an MHC pseudo amino acid sequence, predict their binding affinity value. This is MHC class I binding data. (1) The peptide sequence is TSTLQEQIGW. The MHC is HLA-B51:01 with pseudo-sequence HLA-B51:01. The binding affinity (normalized) is 0. (2) The peptide sequence is VGNVYVKF. The MHC is HLA-B07:02 with pseudo-sequence HLA-B07:02. The binding affinity (normalized) is 0. (3) The peptide sequence is QTLQDPRVRGL. The MHC is Patr-B0101 with pseudo-sequence Patr-B0101. The binding affinity (normalized) is 0.178. (4) The peptide sequence is FTLTGSPSST. The MHC is HLA-A02:01 with pseudo-sequence HLA-A02:01. The binding affinity (normalized) is 0.223. (5) The peptide sequence is EVIPMFSAL. The MHC is HLA-A29:02 with pseudo-sequence HLA-A29:02. The binding affinity (normalized) is 0. (6) The MHC is HLA-A02:07 with pseudo-sequence HLA-A02:07. The peptide sequence is QLDPARDVL. The binding affinity (normalized) is 0.0472.